Task: Regression/Classification. Given a drug SMILES string, predict its toxicity properties. Task type varies by dataset: regression for continuous values (e.g., LD50, hERG inhibition percentage) or binary classification for toxic/non-toxic outcomes (e.g., AMES mutagenicity, cardiotoxicity, hepatotoxicity). Dataset: ames.. Dataset: Ames mutagenicity test results for genotoxicity prediction (1) The drug is Cc1cc2ccccc2c2cc3c(cc12)C(O)C(O)C=C3. The result is 1 (mutagenic). (2) The compound is COP(=S)(OC)SCN1C(=O)c2ccccc2C1=O. The result is 1 (mutagenic). (3) The compound is O=C(Cl)C(Cl)c1ccccc1. The result is 1 (mutagenic). (4) The molecule is Nc1cccc(N)n1. The result is 1 (mutagenic). (5) The molecule is O=[N+]([O-])c1ccccc1CBr. The result is 0 (non-mutagenic). (6) The molecule is CCC1(O)CC(OC2CC(N)C(O)C(C)O2)c2c(cc3c(c2O)C(=O)c2c(O)ccc(O)c2C3=O)C1C(=O)OC. The result is 1 (mutagenic). (7) The drug is Cn1c(N=[N+]=[N-])nc2ncc(-c3ccccc3)cc21. The result is 1 (mutagenic).